From a dataset of Forward reaction prediction with 1.9M reactions from USPTO patents (1976-2016). Predict the product of the given reaction. (1) Given the reactants Br[C:2]1[CH:7]=[CH:6][CH:5]=[CH:4][C:3]=1[C:8]1[N:12]([CH2:13]C2CCC(C)CC2)[C:11]2[CH:21]=[CH:22][CH:23]=[CH:24][C:10]=2[N:9]=1.[C:25]([C:27]1[CH:34]=[CH:33][C:30]([C:31]#[N:32])=[CH:29][CH:28]=1)#[CH:26], predict the reaction product. The product is: [CH:3]1([CH2:8][CH2:13][N:12]2[C:11]3[CH:21]=[CH:22][CH:23]=[CH:24][C:10]=3[N:9]=[C:8]2[C:3]2[CH:4]=[CH:5][CH:6]=[CH:7][C:2]=2[C:26]#[C:25][C:27]2[CH:34]=[CH:33][C:30]([C:31]#[N:32])=[CH:29][CH:28]=2)[CH2:4][CH2:5][CH2:6][CH2:7][CH2:2]1. (2) Given the reactants C([S:4][CH2:5][CH2:6][C:7]1[CH:17]=[CH:16][C:10]([C:11]([O:13][CH2:14][CH3:15])=[O:12])=[CH:9][CH:8]=1)(=O)C.C(=O)([O-])[O-].[K+].[K+], predict the reaction product. The product is: [SH:4][CH2:5][CH2:6][C:7]1[CH:17]=[CH:16][C:10]([C:11]([O:13][CH2:14][CH3:15])=[O:12])=[CH:9][CH:8]=1. (3) Given the reactants [C:1]12([C:11]3[CH:22]=[CH:21][C:14]([O:15][CH2:16][CH2:17]C(O)=O)=[CH:13][CH:12]=3)[CH2:10][CH:5]3[CH2:6][CH:7]([CH2:9][CH:3]([CH2:4]3)[CH2:2]1)[CH2:8]2.[CH3:23][O:24][C:25](=[O:34])[C:26]1[CH:31]=[CH:30][C:29]([OH:32])=[C:28]([NH2:33])[CH:27]=1.ClCCl.[OH-].[Na+], predict the reaction product. The product is: [CH3:23][O:24][C:25]([C:26]1[CH:31]=[CH:30][C:29]2[O:32][C:17]([CH2:16][O:15][C:14]3[CH:13]=[CH:12][C:11]([C:1]45[CH2:10][CH:5]6[CH2:6][CH:7]([CH2:9][CH:3]([CH2:4]6)[CH2:2]4)[CH2:8]5)=[CH:22][CH:21]=3)=[N:33][C:28]=2[CH:27]=1)=[O:34]. (4) The product is: [C:1]([O:5][C:6]([CH:8]1[CH2:14][CH2:13][C:12]2[CH:15]=[CH:16][C:17]([O:19][CH3:20])=[CH:18][C:11]=2[N:10]([CH2:22][CH3:23])[C:9]1=[O:21])=[O:7])([CH3:4])([CH3:3])[CH3:2]. Given the reactants [C:1]([O:5][C:6]([CH:8]1[CH2:14][CH2:13][C:12]2[CH:15]=[CH:16][C:17]([O:19][CH3:20])=[CH:18][C:11]=2[NH:10][C:9]1=[O:21])=[O:7])([CH3:4])([CH3:3])[CH3:2].[CH2:22](I)[CH3:23].C([O-])([O-])=O.[Cs+].[Cs+], predict the reaction product. (5) Given the reactants Cl[Si:2]([CH3:13])([CH3:12])[C:3]1(C)[CH:7]=[C:6]([CH3:8])[C:5]([CH3:9])=[C:4]1[CH3:10].[CH2:14]([NH-:21])[C:15]1[CH:20]=[CH:19][CH:18]=[CH:17][CH:16]=1.[Li+].[CH3:23]COCC, predict the reaction product. The product is: [CH2:14]([NH:21][Si:2]([CH3:12])([CH3:13])[C:3]1[CH:4]([CH3:10])[C:5]([CH3:9])=[C:6]([CH3:8])[C:7]=1[CH3:23])[C:15]1[CH:20]=[CH:19][CH:18]=[CH:17][CH:16]=1. (6) The product is: [CH2:1]([CH:3]([C:6]1[C:7]2[N:8]([C:13]([C:17]3[N:21]4[CH:22]=[CH:23][CH:24]=[C:25]([C:26](=[O:28])[CH3:27])[C:20]4=[N:19][C:18]=3[CH3:29])=[C:14]([CH3:16])[N:15]=2)[N:9]=[C:10]([CH3:12])[CH:11]=1)[CH2:4][CH3:5])[CH3:2]. Given the reactants [CH2:1]([CH:3]([C:6]1[C:7]2[N:8]([C:13]([C:17]3[N:21]4[CH:22]=[CH:23][CH:24]=[C:25]([CH:26]([OH:28])[CH3:27])[C:20]4=[N:19][C:18]=3[CH3:29])=[C:14]([CH3:16])[N:15]=2)[N:9]=[C:10]([CH3:12])[CH:11]=1)[CH2:4][CH3:5])[CH3:2].C[N+]1([O-])CCOCC1, predict the reaction product.